From a dataset of Full USPTO retrosynthesis dataset with 1.9M reactions from patents (1976-2016). Predict the reactants needed to synthesize the given product. (1) The reactants are: C(S[C:9]1[CH:10]=[C:11]2[C:16](=[CH:17][CH:18]=1)[C:15]([C:19]1[C:24]([O:25][CH3:26])=[CH:23][N:22]([C:27]3[CH:32]=[C:31]([F:33])[CH:30]=[C:29]([F:34])[CH:28]=3)[C:21](=[O:35])[CH:20]=1)=[N:14][CH:13]=[CH:12]2)C1C=CC=CC=1.ClN1C(C)(C)C(=O)N(Cl)C1=O.[S:47](Cl)(Cl)(=[O:49])=[O:48].[F:52][C:53]1[C:58]([F:59])=[C:57]([F:60])[C:56]([F:61])=[C:55]([F:62])[C:54]=1[OH:63].C(N(CC)CC)C. Given the product [F:34][C:29]1[CH:28]=[C:27]([N:22]2[CH:23]=[C:24]([O:25][CH3:26])[C:19]([C:15]3[C:16]4[C:11](=[CH:10][C:9]([S:47]([O:63][C:54]5[C:53]([F:52])=[C:58]([F:59])[C:57]([F:60])=[C:56]([F:61])[C:55]=5[F:62])(=[O:49])=[O:48])=[CH:18][CH:17]=4)[CH:12]=[CH:13][N:14]=3)=[CH:20][C:21]2=[O:35])[CH:32]=[C:31]([F:33])[CH:30]=1, predict the reactants needed to synthesize it. (2) Given the product [CH:24]1([O:23][C:16]2[C:17]([O:21][CH3:22])=[CH:18][CH:19]=[C:20]3[C:15]=2[N:14]=[CH:13][CH:12]=[C:11]3[CH2:8][C:7]2[C:6]([Cl:9])=[CH:5][N:4]=[CH:3][C:2]=2[Cl:1])[CH2:25][CH2:26][CH2:27][CH2:28]1, predict the reactants needed to synthesize it. The reactants are: [Cl:1][C:2]1[CH:3]=[N:4][CH:5]=[C:6]([Cl:9])[C:7]=1[CH3:8].Cl[C:11]1[C:20]2[C:15](=[C:16]([O:23][CH:24]3[CH2:28][CH2:27][CH2:26][CH2:25]3)[C:17]([O:21][CH3:22])=[CH:18][CH:19]=2)[N:14]=[CH:13][CH:12]=1. (3) Given the product [Cl:24][C:21]1[CH:22]=[CH:23][C:18]([C:9]2[NH:8][C:16]3[C:11]([CH:10]=2)=[C:12]([Cl:17])[CH:13]=[CH:14][CH:15]=3)=[CH:19][C:20]=1[S:25]([NH:26][CH:27]1[CH2:32][CH2:31][CH2:30][CH2:29][CH2:28]1)(=[O:33])=[O:34], predict the reactants needed to synthesize it. The reactants are: C(OC([N:8]1[C:16]2[C:11](=[C:12]([Cl:17])[CH:13]=[CH:14][CH:15]=2)[CH:10]=[C:9]1[C:18]1[CH:23]=[CH:22][C:21]([Cl:24])=[C:20]([S:25](=[O:34])(=[O:33])[NH:26][CH:27]2[CH2:32][CH2:31][CH2:30][CH2:29][CH2:28]2)[CH:19]=1)=O)(C)(C)C. (4) The reactants are: [CH:1]([N:4]1[C:8]2[N:9]=[C:10]([C@H:14]3[C@H:18]([CH3:19])[CH2:17][NH:16][CH2:15]3)[NH:11][C:12](=[O:13])[C:7]=2[CH:6]=[N:5]1)([CH3:3])[CH3:2].[N:20]1[CH:25]=[CH:24][N:23]=[C:22]2[N:26]=[CH:27][CH:28]=[C:29]([CH:30]=O)[C:21]=12. Given the product [CH:1]([N:4]1[C:8]2[N:9]=[C:10]([C@H:14]3[C@H:18]([CH3:19])[CH2:17][N:16]([CH2:30][C:29]4[C:21]5[C:22](=[N:23][CH:24]=[CH:25][N:20]=5)[N:26]=[CH:27][CH:28]=4)[CH2:15]3)[NH:11][C:12](=[O:13])[C:7]=2[CH:6]=[N:5]1)([CH3:3])[CH3:2], predict the reactants needed to synthesize it. (5) Given the product [CH3:1][O:2][C:3](=[O:28])[C:4]1[CH:9]=[CH:8][C:7]([C:10]2[CH2:14][C:13]([C:19]3[CH:24]=[C:23]([Cl:25])[CH:22]=[C:21]([Cl:26])[CH:20]=3)([C:15]([F:18])([F:17])[F:16])[O:12][N:11]=2)=[C:6]([CH3:32])[C:5]=1[C:30]#[N:31], predict the reactants needed to synthesize it. The reactants are: [CH3:1][O:2][C:3](=[O:28])[C:4]1[CH:9]=[CH:8][C:7]([C:10]2[CH2:14][C:13]([C:19]3[CH:24]=[C:23]([Cl:25])[CH:22]=[C:21]([Cl:26])[CH:20]=3)([C:15]([F:18])([F:17])[F:16])[O:12][N:11]=2)=[CH:6][C:5]=1Br.[Cu][C:30]#[N:31].[C:32](=O)([O-])[O-].[Na+].[Na+].O. (6) Given the product [CH:22]1([C:21]([O:24][CH3:25])=[O:23])[CH2:5][CH2:4][CH:3]([C:6]([O:8][CH3:12])=[O:7])[CH2:2]1, predict the reactants needed to synthesize it. The reactants are: C1(C(O)=O)[CH2:5][CH2:4][CH:3]([C:6]([OH:8])=[O:7])[CH2:2]1.[CH3:12]O.S(=O)(=O)(O)O.CO.[C:21]([O:24][CH2:25]C)(=[O:23])[CH3:22]. (7) Given the product [F:9][C:10]([F:19])([F:20])[O:11][C:12]1[CH:17]=[CH:16][C:15]([O:18][C:3]2[CH:8]=[CH:7][N:6]=[CH:5][CH:4]=2)=[CH:14][CH:13]=1, predict the reactants needed to synthesize it. The reactants are: Cl.Cl[C:3]1[CH:8]=[CH:7][N:6]=[CH:5][CH:4]=1.[F:9][C:10]([F:20])([F:19])[O:11][C:12]1[CH:17]=[CH:16][C:15]([OH:18])=[CH:14][CH:13]=1.C([O-])([O-])=O.[K+].[K+].[Na+].[Cl-].